Dataset: Full USPTO retrosynthesis dataset with 1.9M reactions from patents (1976-2016). Task: Predict the reactants needed to synthesize the given product. Given the product [Cl:13][C:12]1[C:11]([N+:14]([O-:16])=[O:15])=[CH:10][C:6]([C:7]([O:9][CH3:17])=[O:8])=[CH:5][C:4]=1[N+:1]([O-:3])=[O:2], predict the reactants needed to synthesize it. The reactants are: [N+:1]([C:4]1[CH:5]=[C:6]([CH:10]=[C:11]([N+:14]([O-:16])=[O:15])[C:12]=1[Cl:13])[C:7]([OH:9])=[O:8])([O-:3])=[O:2].[CH3:17]O.